Dataset: Experimentally validated miRNA-target interactions with 360,000+ pairs, plus equal number of negative samples. Task: Binary Classification. Given a miRNA mature sequence and a target amino acid sequence, predict their likelihood of interaction. (1) The miRNA is mmu-miR-127-3p with sequence UCGGAUCCGUCUGAGCUUGGCU. The protein sequence of the target gene is MAALVALHGVVRRPLLRGLLQEVRCLERSYASKPTLNEVVIVSAIRTPIGSFLGSLASQPATKLGTAAIQGAIEKAGIPKEEVKEVYMGNVIQGGEGQAPTRQATLGAGLPISTPCTTVNKVCASGMKAIMMASQSLMCGHQDVMVAGGMESMSNVPYVMSRGATPYGGVKLEDLIVKDGLTDVYNKIHMGNCAENTAKKMNISRQEQDTYALSSYTRSKEAWDAGKFASEITPITISVKGKPDVVVKEDEEYKRVDFSKVPKLKTVFQKENGTITAANASTLNDGAAALVLMTAEAAQR.... Result: 1 (interaction). (2) The miRNA is hsa-miR-3913-3p with sequence AGACAUCAAGAUCAGUCCCAAA. The protein sequence of the target gene is MNQENPPPYPGPGPTAPYPPYPPQPMGPGPMGGPYPPPQGYPYQGYPQYGWQGGPQEPPKTTVYVVEDQRRDELGPSTCLTACWTALCCCCLWDMLT. Result: 0 (no interaction).